Task: Predict the product of the given reaction.. Dataset: Forward reaction prediction with 1.9M reactions from USPTO patents (1976-2016) (1) The product is: [F:17][C:14]1[CH:15]=[CH:16][C:11]([C:9]2[N:10]=[C:5]3[CH:4]=[CH:3][C:2]([N:30]4[CH2:31][CH2:32][N:27]([CH:24]([CH3:26])[CH3:25])[CH2:28][CH2:29]4)=[N:7][N:6]3[C:8]=2[C:18]2[CH:23]=[CH:22][N:21]=[N:20][CH:19]=2)=[CH:12][CH:13]=1. Given the reactants Cl[C:2]1[CH:3]=[CH:4][C:5]2[N:6]([C:8]([C:18]3[CH:23]=[CH:22][N:21]=[N:20][CH:19]=3)=[C:9]([C:11]3[CH:16]=[CH:15][C:14]([F:17])=[CH:13][CH:12]=3)[N:10]=2)[N:7]=1.[CH:24]([N:27]1[CH2:32][CH2:31][NH:30][CH2:29][CH2:28]1)([CH3:26])[CH3:25], predict the reaction product. (2) Given the reactants [F:1][C:2]1[CH:3]=[C:4]([CH:10]=[CH:11][CH:12]=1)/[CH:5]=[CH:6]/[C:7]([OH:9])=O.[CH3:13][N:14]([CH3:30])[CH:15]1[CH2:19][CH2:18][N:17]([C:20]2[S:21][C:22]3[CH:28]=[C:27]([NH2:29])[CH:26]=[CH:25][C:23]=3[N:24]=2)[CH2:16]1, predict the reaction product. The product is: [CH3:13][N:14]([CH3:30])[CH:15]1[CH2:19][CH2:18][N:17]([C:20]2[S:21][C:22]3[CH:28]=[C:27]([NH:29][C:7](=[O:9])[CH:6]=[CH:5][C:4]4[CH:10]=[CH:11][CH:12]=[C:2]([F:1])[CH:3]=4)[CH:26]=[CH:25][C:23]=3[N:24]=2)[CH2:16]1. (3) The product is: [CH2:1]([N:8]1[C:16]2[C:11](=[CH:12][CH:13]=[C:14]([O:17][CH2:40][CH2:41][CH2:42][CH3:43])[CH:15]=2)[C:10]([C:18]([NH:20][CH2:21][C:22]2[CH:27]=[CH:26][C:25]([F:28])=[C:24]([F:29])[CH:23]=2)=[O:19])=[C:9]1[CH:30]([CH3:32])[CH3:31])[C:2]1[CH:7]=[CH:6][CH:5]=[CH:4][CH:3]=1. Given the reactants [CH2:1]([N:8]1[C:16]2[C:11](=[CH:12][CH:13]=[C:14]([OH:17])[CH:15]=2)[C:10]([C:18]([NH:20][CH2:21][C:22]2[CH:27]=[CH:26][C:25]([F:28])=[C:24]([F:29])[CH:23]=2)=[O:19])=[C:9]1[CH:30]([CH3:32])[CH3:31])[C:2]1[CH:7]=[CH:6][CH:5]=[CH:4][CH:3]=1.C([O-])([O-])=O.[K+].[K+].I[CH2:40][CH2:41][CH2:42][CH3:43], predict the reaction product. (4) Given the reactants CS(O[CH2:6][CH2:7][N:8]1[CH:12]=[C:11]([C:13]2[CH:18]=[C:17]([C:19]([O:21]C)=[O:20])[CH:16]=[CH:15][N:14]=2)[N:10]=[CH:9]1)(=O)=O.[F:23][C:24]1[CH:33]=[CH:32][C:27]([CH2:28][NH:29][CH2:30][CH3:31])=[CH:26][CH:25]=1, predict the reaction product. The product is: [CH2:30]([N:29]([CH2:28][C:27]1[CH:26]=[CH:25][C:24]([F:23])=[CH:33][CH:32]=1)[CH2:6][CH2:7][N:8]1[CH:12]=[C:11]([C:13]2[CH:18]=[C:17]([C:19]([OH:21])=[O:20])[CH:16]=[CH:15][N:14]=2)[N:10]=[CH:9]1)[CH3:31]. (5) Given the reactants [CH2:1]([O:3][C:4]1[CH:5]=[C:6]([C:13]([O:21]C)(OC)[CH2:14][CH2:15][C:16]([O-:18])=O)[CH:7]=[CH:8][C:9]=1[O:10][CH2:11][CH3:12])[CH3:2].[K+].ClC1C=C(Cl)C=C(Cl)C=1C(Cl)=O.[Br:36][C:37]1[CH:38]=[C:39]2[C:44](=[CH:45][CH:46]=1)[N:43]=[C:42]([NH2:47])[CH:41]=[C:40]2[C:48]1[CH:53]=[CH:52][C:51]([CH3:54])=[CH:50][CH:49]=1.Cl, predict the reaction product. The product is: [Br:36][C:37]1[CH:38]=[C:39]2[C:44](=[CH:45][CH:46]=1)[N:43]=[C:42]([NH:47][C:16](=[O:18])[CH2:15][CH2:14][C:13]([C:6]1[CH:7]=[CH:8][C:9]([O:10][CH2:11][CH3:12])=[C:4]([O:3][CH2:1][CH3:2])[CH:5]=1)=[O:21])[CH:41]=[C:40]2[C:48]1[CH:53]=[CH:52][C:51]([CH3:54])=[CH:50][CH:49]=1. (6) The product is: [F:22][C:23]1[CH:28]=[CH:27][C:26]([CH:29]([C:33]2[CH:38]=[CH:37][C:36]([S:39]([CH3:42])(=[O:41])=[O:40])=[CH:35][CH:34]=2)[CH2:30][CH2:31][NH:32][C:6]([C:5]2[CH:9]=[CH:10][C:2](=[O:1])[NH:3][CH:4]=2)=[O:8])=[CH:25][CH:24]=1. Given the reactants [OH:1][C:2]1[CH:10]=[CH:9][C:5]([C:6]([OH:8])=O)=[CH:4][N:3]=1.S(Cl)(Cl)=O.C(N(CC)CC)C.[F:22][C:23]1[CH:28]=[CH:27][C:26]([CH:29]([C:33]2[CH:38]=[CH:37][C:36]([S:39]([CH3:42])(=[O:41])=[O:40])=[CH:35][CH:34]=2)[CH2:30][CH2:31][NH2:32])=[CH:25][CH:24]=1, predict the reaction product.